From a dataset of Forward reaction prediction with 1.9M reactions from USPTO patents (1976-2016). Predict the product of the given reaction. (1) The product is: [Cl:1][C:2]1[N:7]=[C:6]2[N:8]([CH3:12])[C:9](=[O:11])[N:10]([CH2:22][C:21]([CH3:23])=[CH2:20])[C:5]2=[CH:4][CH:3]=1. Given the reactants [Cl:1][C:2]1[N:7]=[C:6]2[N:8]([CH3:12])[C:9](=[O:11])[NH:10][C:5]2=[CH:4][CH:3]=1.C(=O)([O-])[O-].[Cs+].[Cs+].Br[CH2:20][C:21]([CH3:23])=[CH2:22], predict the reaction product. (2) Given the reactants [S:1]([CH2:12][C:13]([C:15]1[CH:20]=[CH:19][C:18]([Br:21])=[CH:17][CH:16]=1)=[O:14])[CH2:2][C:3]([C:5]1[CH:10]=[CH:9][C:8]([Br:11])=[CH:7][CH:6]=1)=[O:4].[BH4-].[Na+], predict the reaction product. The product is: [S:1]([CH2:2][CH:3]([C:5]1[CH:6]=[CH:7][C:8]([Br:11])=[CH:9][CH:10]=1)[OH:4])[CH2:12][CH:13]([C:15]1[CH:16]=[CH:17][C:18]([Br:21])=[CH:19][CH:20]=1)[OH:14]. (3) Given the reactants C([O:4][CH2:5][C:6]1[CH:7]=[C:8]2[CH2:15][CH2:14][CH2:13][O:12][C:9]2=[CH:10][N:11]=1)(=O)C.[OH-].[Na+].C(=O)([O-])[O-].[K+].[K+], predict the reaction product. The product is: [O:12]1[C:9]2=[CH:10][N:11]=[C:6]([CH2:5][OH:4])[CH:7]=[C:8]2[CH2:15][CH2:14][CH2:13]1. (4) The product is: [C:1]([Si:5]([O:8][C:9]1[C:18]([Br:19])=[CH:17][C:16]2[C:11](=[C:12]([Cl:21])[CH:13]=[CH:14][CH:15]=2)[C:10]=1[C:27]1[CH:28]=[CH:29][C:24]([O:23][CH3:22])=[CH:25][CH:26]=1)([CH3:7])[CH3:6])([CH3:4])([CH3:3])[CH3:2]. Given the reactants [C:1]([Si:5]([O:8][C:9]1[C:18]([Br:19])=[CH:17][C:16]2[C:11](=[C:12]([Cl:21])[CH:13]=[C:14](Br)[CH:15]=2)[CH:10]=1)([CH3:7])[CH3:6])([CH3:4])([CH3:3])[CH3:2].[CH3:22][O:23][C:24]1[CH:29]=[CH:28][C:27]([Mg]Br)=[CH:26][CH:25]=1, predict the reaction product. (5) Given the reactants COC1C=CC(C[N:8]2[CH:12]=[C:11]([C:13]3[N:14]=[C:15]([NH:19][C:20]4[CH:25]=[CH:24][C:23]([F:26])=[CH:22][N:21]=4)[S:16][C:17]=3[F:18])[CH:10]=[N:9]2)=CC=1.C([O-])([O-])=O.[Na+].[Na+], predict the reaction product. The product is: [F:18][C:17]1[S:16][C:15]([NH:19][C:20]2[CH:25]=[CH:24][C:23]([F:26])=[CH:22][N:21]=2)=[N:14][C:13]=1[C:11]1[CH:12]=[N:8][NH:9][CH:10]=1. (6) Given the reactants [Cl:1][C:2]1[CH:3]=[CH:4][C:5]([O:15][CH2:16][C:17]2[CH:22]=[CH:21][C:20]([Cl:23])=[CH:19][C:18]=2[F:24])=[C:6]([CH:14]=1)[CH2:7][N:8]1[CH2:12][CH2:11][O:10][S:9]1=[O:13].[OH2:25], predict the reaction product. The product is: [Cl:1][C:2]1[CH:3]=[CH:4][C:5]([O:15][CH2:16][C:17]2[CH:22]=[CH:21][C:20]([Cl:23])=[CH:19][C:18]=2[F:24])=[C:6]([CH:14]=1)[CH2:7][N:8]1[CH2:12][CH2:11][O:10][S:9]1(=[O:25])=[O:13]. (7) Given the reactants [F:1][C:2]1[CH:13]=[CH:12][C:5]2[S:6][C:7](B(O)O)=[CH:8][C:4]=2[CH:3]=1.Cl[C:15]1[C:24]([N:25]([CH:27]([CH3:29])[CH3:28])[CH3:26])=[N:23][C:22]2[C:17](=[CH:18][CH:19]=[C:20]([C:30]([O:32][CH3:33])=[O:31])[CH:21]=2)[N:16]=1.[O-]P([O-])([O-])=O.[K+].[K+].[K+], predict the reaction product. The product is: [F:1][C:2]1[CH:13]=[CH:12][C:5]2[S:6][C:7]([C:15]3[C:24]([N:25]([CH:27]([CH3:29])[CH3:28])[CH3:26])=[N:23][C:22]4[C:17](=[CH:18][CH:19]=[C:20]([C:30]([O:32][CH3:33])=[O:31])[CH:21]=4)[N:16]=3)=[CH:8][C:4]=2[CH:3]=1.